Dataset: Reaction yield outcomes from USPTO patents with 853,638 reactions. Task: Predict the reaction yield, written as a fraction of the theoretical maximum amount of product (1.0 means a 100% yield; for example, 0.34 means a 34% yield). (1) The reactants are [F:1][C:2]([F:44])([F:43])[C:3]1[CH:4]=[C:5]([CH:36]=[C:37]([C:39]([F:42])([F:41])[F:40])[CH:38]=1)[CH2:6][N:7]([CH2:15][C:16]1[C:17]([N:27]([CH2:32][CH:33]2[CH2:35][CH2:34]2)[CH2:28][CH:29]2[CH2:31][CH2:30]2)=[N:18][C:19]2[C:24]([CH:25]=1)=[CH:23][CH:22]=[CH:21][C:20]=2[CH3:26])[C:8]1[N:13]=[C:12](Cl)[N:11]=[CH:10][N:9]=1.C(N(C(C)C)CC)(C)C.[NH:54]1[CH2:59][CH2:58][O:57][CH2:56][CH2:55]1. The catalyst is CN(C=O)C.CCOC(C)=O. The product is [F:1][C:2]([F:44])([F:43])[C:3]1[CH:4]=[C:5]([CH:36]=[C:37]([C:39]([F:42])([F:41])[F:40])[CH:38]=1)[CH2:6][N:7]([CH2:15][C:16]1[C:17]([N:27]([CH2:32][CH:33]2[CH2:35][CH2:34]2)[CH2:28][CH:29]2[CH2:31][CH2:30]2)=[N:18][C:19]2[C:24]([CH:25]=1)=[CH:23][CH:22]=[CH:21][C:20]=2[CH3:26])[C:8]1[N:13]=[C:12]([N:54]2[CH2:59][CH2:58][O:57][CH2:56][CH2:55]2)[N:11]=[CH:10][N:9]=1. The yield is 0.780. (2) The reactants are [N+:1]([O-:4])(O)=[O:2].S(=O)(=O)(O)O.[OH:10][C:11]1[CH:18]=[C:17]([CH3:19])[C:14]([C:15]#[N:16])=[C:13]([CH3:20])[N:12]=1.[OH-].[Na+]. The catalyst is O. The product is [OH:10][C:11]1[C:18]([N+:1]([O-:4])=[O:2])=[C:17]([CH3:19])[C:14]([C:15]#[N:16])=[C:13]([CH3:20])[N:12]=1. The yield is 0.270.